This data is from Full USPTO retrosynthesis dataset with 1.9M reactions from patents (1976-2016). The task is: Predict the reactants needed to synthesize the given product. (1) The reactants are: CC1C=CC(S(O[CH2:12][CH2:13][CH2:14][C:15]2[C:23]3[C:18](=[CH:19][CH:20]=[C:21]([F:24])[CH:22]=3)[NH:17][CH:16]=2)(=O)=O)=CC=1.[CH3:25][C:26]1[N:27]=[C:28]([N:33]2[CH2:38][CH2:37][NH:36][CH2:35][CH2:34]2)[S:29][C:30]=1[C:31]#[N:32].C(=O)([O-])[O-].[K+].[K+].[I-].[K+]. Given the product [F:24][C:21]1[CH:22]=[C:23]2[C:18](=[CH:19][CH:20]=1)[NH:17][CH:16]=[C:15]2[CH2:14][CH2:13][CH2:12][N:36]1[CH2:37][CH2:38][N:33]([C:28]2[S:29][C:30]([C:31]#[N:32])=[C:26]([CH3:25])[N:27]=2)[CH2:34][CH2:35]1, predict the reactants needed to synthesize it. (2) Given the product [CH3:13][O:2][C:1]([C:4]1[CH:5]=[C:6]2[C:10](=[CH:11][CH:12]=1)[NH:9][CH:8]=[CH:7]2)=[O:3], predict the reactants needed to synthesize it. The reactants are: [C:1]([C:4]1[CH:5]=[C:6]2[C:10](=[CH:11][CH:12]=1)[NH:9][CH:8]=[CH:7]2)([OH:3])=[O:2].[C:13]([O-])(O)=O.[Na+].CI.O. (3) Given the product [CH2:1]([O:3][C:4]([C:6]1([CH2:15][C:16]2[CH:21]=[CH:20][CH:19]=[CH:18][CH:17]=2)[CH2:11][CH2:10][N:9]([CH2:12][C:13]2[CH:10]=[CH:11][CH:6]=[CH:7][CH:8]=2)[CH2:8][CH2:7]1)=[O:5])[CH3:2], predict the reactants needed to synthesize it. The reactants are: [CH2:1]([O:3][C:4]([C:6]1([CH2:15][C:16]2[CH:21]=[CH:20][CH:19]=[CH:18][CH:17]=2)[CH2:11][CH2:10][N:9]([CH2:12][CH2:13]N)[CH2:8][CH2:7]1)=[O:5])[CH3:2]. (4) Given the product [NH2:21][C:22]1[N:23]=[C:24]([CH3:31])[C:25]([C:29]#[N:30])=[C:26]([NH:20][C@H:18]([C:8]2[N:7]=[C:6]3[CH:5]=[CH:4][N:3]([CH3:2])[C:11]3=[CH:10][C:9]=2[C:12]2[CH:17]=[CH:16][CH:15]=[CH:14][N:13]=2)[CH3:19])[N:27]=1, predict the reactants needed to synthesize it. The reactants are: Cl.[CH3:2][N:3]1[C:11]2[C:6](=[N:7][C:8]([C@@H:18]([NH2:20])[CH3:19])=[C:9]([C:12]3[CH:17]=[CH:16][CH:15]=[CH:14][N:13]=3)[CH:10]=2)[CH:5]=[CH:4]1.[NH2:21][C:22]1[N:27]=[C:26](Cl)[C:25]([C:29]#[N:30])=[C:24]([CH3:31])[N:23]=1.C(N(C(C)C)C(C)C)C. (5) Given the product [NH2:18][C:9]1[C:8]2[N:7]=[C:6]([CH2:19][CH2:20][O:21][CH3:22])[N:5]([CH2:4][CH2:3][CH2:2][NH:1][CH2:23][C:25]3[CH:26]=[CH:27][C:28]([CH2:31][C:32]([O:34][CH3:35])=[O:33])=[CH:29][CH:30]=3)[C:17]=2[C:16]2[CH:15]=[CH:14][CH:13]=[CH:12][C:11]=2[N:10]=1, predict the reactants needed to synthesize it. The reactants are: [NH2:1][CH2:2][CH2:3][CH2:4][N:5]1[C:17]2[C:16]3[CH:15]=[CH:14][CH:13]=[CH:12][C:11]=3[N:10]=[C:9]([NH2:18])[C:8]=2[N:7]=[C:6]1[CH2:19][CH2:20][O:21][CH3:22].[CH:23]([C:25]1[CH:30]=[CH:29][C:28]([CH2:31][C:32]([O:34][CH3:35])=[O:33])=[CH:27][CH:26]=1)=O.C(O[BH-](OC(=O)C)OC(=O)C)(=O)C.[Na+]. (6) Given the product [CH2:22]([O:1][C:2]1[CH:9]=[C:8]([I:10])[CH:7]=[CH:6][C:3]=1[CH:4]=[O:5])[C:23]1[CH:28]=[CH:27][CH:26]=[CH:25][CH:24]=1, predict the reactants needed to synthesize it. The reactants are: [OH:1][C:2]1[CH:9]=[C:8]([I:10])[CH:7]=[CH:6][C:3]=1[CH:4]=[O:5].N12CCCN=C1CCCCC2.[CH2:22](Br)[C:23]1[CH:28]=[CH:27][CH:26]=[CH:25][CH:24]=1. (7) Given the product [CH2:1]([N:3]1[C:11]2[C:6](=[CH:7][C:8]([F:12])=[CH:9][CH:10]=2)[C:5]([CH3:13])=[C:4]1[C:14]([NH:37][CH2:36][C:31]1[CH:30]=[C:29]([CH:34]=[C:33]([F:35])[CH:32]=1)[O:28][C:25]1[CH:26]=[CH:27][C:22]([CH2:21][CH2:20][C:19]([OH:39])=[O:18])=[C:23]([CH3:38])[CH:24]=1)=[O:16])[CH3:2], predict the reactants needed to synthesize it. The reactants are: [CH2:1]([N:3]1[C:11]2[C:6](=[CH:7][C:8]([F:12])=[CH:9][CH:10]=2)[C:5]([CH3:13])=[C:4]1[C:14]([OH:16])=O)[CH3:2].C[O:18][C:19](=[O:39])[CH2:20][CH2:21][C:22]1[CH:27]=[CH:26][C:25]([O:28][C:29]2[CH:34]=[C:33]([F:35])[CH:32]=[C:31]([CH2:36][NH2:37])[CH:30]=2)=[CH:24][C:23]=1[CH3:38]. (8) Given the product [F:1][C:2]1[CH:3]=[CH:4][C:5]([N:8]2[C:12](=[O:13])[CH:11]=[C:10]([CH3:14])[N:9]2[CH3:16])=[CH:6][CH:7]=1, predict the reactants needed to synthesize it. The reactants are: [F:1][C:2]1[CH:7]=[CH:6][C:5]([N:8]2[C:12](=[O:13])[CH2:11][C:10]([CH3:14])=[N:9]2)=[CH:4][CH:3]=1.I[CH3:16]. (9) Given the product [CH2:26]([O:28][C:29]([C:31]1([C:34]2[CH:39]=[CH:38][C:37]([C:2]3[CH:7]=[CH:6][C:5]([C:8]4[O:12][N:11]=[C:10]([CH3:13])[C:9]=4[C:14]([F:25])([F:24])[CH2:15][CH2:16][CH2:17][C:18]4[CH:23]=[CH:22][CH:21]=[CH:20][CH:19]=4)=[CH:4][CH:3]=3)=[CH:36][CH:35]=2)[CH2:32][CH2:33]1)=[O:30])[CH3:27], predict the reactants needed to synthesize it. The reactants are: Br[C:2]1[CH:7]=[CH:6][C:5]([C:8]2[O:12][N:11]=[C:10]([CH3:13])[C:9]=2[C:14]([F:25])([F:24])[CH2:15][CH2:16][CH2:17][C:18]2[CH:23]=[CH:22][CH:21]=[CH:20][CH:19]=2)=[CH:4][CH:3]=1.[CH2:26]([O:28][C:29]([C:31]1([C:34]2[CH:39]=[CH:38][C:37](B3OC(C)(C)C(C)(C)O3)=[CH:36][CH:35]=2)[CH2:33][CH2:32]1)=[O:30])[CH3:27]. (10) Given the product [CH2:1]([O:3][C:4]([C:6]1[N:7]([C@H:27]([CH3:29])[CH2:28][NH:24][C:22]([O:21][C:17]([CH3:20])([CH3:19])[CH3:18])=[O:23])[C:8]2[C:13]([CH:14]=1)=[CH:12][CH:11]=[C:10]([F:15])[C:9]=2[CH3:16])=[O:5])[CH3:2], predict the reactants needed to synthesize it. The reactants are: [CH2:1]([O:3][C:4]([C:6]1[NH:7][C:8]2[C:13]([CH:14]=1)=[CH:12][CH:11]=[C:10]([F:15])[C:9]=2[CH3:16])=[O:5])[CH3:2].[C:17]([O:21][C:22]([N:24]1[CH2:28][C@H:27]([CH3:29])OS1(=O)=O)=[O:23])([CH3:20])([CH3:19])[CH3:18].